Dataset: Full USPTO retrosynthesis dataset with 1.9M reactions from patents (1976-2016). Task: Predict the reactants needed to synthesize the given product. (1) Given the product [Cl:1][C:2]1[CH:9]=[CH:8][C:5]([CH2:6][NH:7][C:17]([C:19]2[C:20]([CH3:34])=[N:21][C:22]([N:28]3[CH2:33][CH2:32][O:31][CH2:30][CH2:29]3)=[CH:23][C:24]=2[CH2:25][CH2:26][CH3:27])=[O:16])=[CH:4][CH:3]=1, predict the reactants needed to synthesize it. The reactants are: [Cl:1][C:2]1[CH:9]=[CH:8][C:5]([CH2:6][NH2:7])=[CH:4][CH:3]=1.C[Al](C)C.C([O:16][C:17]([C:19]1[C:20]([CH3:34])=[N:21][C:22]([N:28]2[CH2:33][CH2:32][O:31][CH2:30][CH2:29]2)=[CH:23][C:24]=1[CH2:25][CH2:26][CH3:27])=O)C. (2) Given the product [Br:22][C:15]1[C:14]2[CH:10]([C:7]3[CH:8]=[CH:9][C:4]([CH:1]([CH3:3])[CH3:2])=[CH:5][CH:6]=3)[CH2:11][O:12][C:13]=2[C:18]([CH3:19])=[C:17]([CH3:20])[C:16]=1[NH2:21], predict the reactants needed to synthesize it. The reactants are: [CH:1]([C:4]1[CH:9]=[CH:8][C:7]([CH:10]2[C:14]3[CH:15]=[C:16]([NH2:21])[C:17]([CH3:20])=[C:18]([CH3:19])[C:13]=3[O:12][CH2:11]2)=[CH:6][CH:5]=1)([CH3:3])[CH3:2].[Br:22]N1C(=O)CCC1=O.